Dataset: Merck oncology drug combination screen with 23,052 pairs across 39 cell lines. Task: Regression. Given two drug SMILES strings and cell line genomic features, predict the synergy score measuring deviation from expected non-interaction effect. (1) Drug 1: COc1cc(C2c3cc4c(cc3C(OC3OC5COC(C)OC5C(O)C3O)C3COC(=O)C23)OCO4)cc(OC)c1O. Drug 2: C=CCn1c(=O)c2cnc(Nc3ccc(N4CCN(C)CC4)cc3)nc2n1-c1cccc(C(C)(C)O)n1. Cell line: CAOV3. Synergy scores: synergy=37.4. (2) Synergy scores: synergy=26.7. Drug 2: C#Cc1cccc(Nc2ncnc3cc(OCCOC)c(OCCOC)cc23)c1. Drug 1: COc1cc(C2c3cc4c(cc3C(OC3OC5COC(C)OC5C(O)C3O)C3COC(=O)C23)OCO4)cc(OC)c1O. Cell line: UWB1289. (3) Drug 1: CCC1=CC2CN(C1)Cc1c([nH]c3ccccc13)C(C(=O)OC)(c1cc3c(cc1OC)N(C)C1C(O)(C(=O)OC)C(OC(C)=O)C4(CC)C=CCN5CCC31C54)C2. Drug 2: CS(=O)(=O)CCNCc1ccc(-c2ccc3ncnc(Nc4ccc(OCc5cccc(F)c5)c(Cl)c4)c3c2)o1. Cell line: ZR751. Synergy scores: synergy=8.80. (4) Drug 1: Cc1nc(Nc2ncc(C(=O)Nc3c(C)cccc3Cl)s2)cc(N2CCN(CCO)CC2)n1. Drug 2: NC1CCCCC1N.O=C(O)C(=O)O.[Pt+2]. Cell line: EFM192B. Synergy scores: synergy=2.37. (5) Drug 1: O=S1(=O)NC2(CN1CC(F)(F)F)C1CCC2Cc2cc(C=CCN3CCC(C(F)(F)F)CC3)ccc2C1. Drug 2: COC1=C2CC(C)CC(OC)C(O)C(C)C=C(C)C(OC(N)=O)C(OC)C=CC=C(C)C(=O)NC(=CC1=O)C2=O. Cell line: OCUBM. Synergy scores: synergy=-8.83.